From a dataset of Forward reaction prediction with 1.9M reactions from USPTO patents (1976-2016). Predict the product of the given reaction. (1) Given the reactants [C:1]1([C:55]2[CH:60]=[CH:59][CH:58]=[CH:57][CH:56]=2)[CH:6]=[CH:5][C:4]([C@@:7]2([O:53][CH3:54])[CH2:24][N:23]3[C@H:9]([C:10](=[O:52])[NH:11][C@:12]4([C:47]([O:49]CC)=[O:48])[CH2:46][C@H:13]4[CH:14]=[CH:15][CH2:16][CH2:17][CH2:18][N:19]([S:34]([C:37]4[CH:42]=[CH:41][CH:40]=[CH:39][C:38]=4[N+:43]([O-:45])=[O:44])(=[O:36])=[O:35])[CH2:20][C@H:21]([NH:26][C:27]([O:29][C:30]([CH3:33])([CH3:32])[CH3:31])=[O:28])[C:22]3=[O:25])[CH2:8]2)=[CH:3][CH:2]=1.O.CO, predict the reaction product. The product is: [C:1]1([C:55]2[CH:56]=[CH:57][CH:58]=[CH:59][CH:60]=2)[CH:6]=[CH:5][C:4]([C@@:7]2([O:53][CH3:54])[CH2:24][N:23]3[C@H:9]([C:10](=[O:52])[NH:11][C@:12]4([C:47]([OH:49])=[O:48])[CH2:46][C@H:13]4[CH:14]=[CH:15][CH2:16][CH2:17][CH2:18][N:19]([S:34]([C:37]4[CH:42]=[CH:41][CH:40]=[CH:39][C:38]=4[N+:43]([O-:45])=[O:44])(=[O:36])=[O:35])[CH2:20][C@H:21]([NH:26][C:27]([O:29][C:30]([CH3:33])([CH3:31])[CH3:32])=[O:28])[C:22]3=[O:25])[CH2:8]2)=[CH:3][CH:2]=1. (2) Given the reactants C([O:8][C:9]1[CH:14]=[CH:13][C:12]([C:15]2[C:23]3[C:22]([NH2:24])=[N:21][CH:20]=[N:19][C:18]=3[N:17]([CH:25]3[CH2:30][CH2:29][O:28][CH2:27][CH2:26]3)[CH:16]=2)=[CH:11][CH:10]=1)C1C=CC=CC=1.C([O-])=O.[NH4+], predict the reaction product. The product is: [NH2:24][C:22]1[C:23]2[C:15]([C:12]3[CH:11]=[CH:10][C:9]([OH:8])=[CH:14][CH:13]=3)=[CH:16][N:17]([CH:25]3[CH2:30][CH2:29][O:28][CH2:27][CH2:26]3)[C:18]=2[N:19]=[CH:20][N:21]=1. (3) Given the reactants C(OC([NH:8][C@@H:9]([CH3:36])[C:10]([NH:12][C:13]1[CH:18]=[CH:17][C:16]([F:19])=[CH:15][C:14]=1[NH:20][C@H:21]1[CH2:26][CH2:25][CH2:24][N:23]([CH2:27][CH2:28][O:29][C:30](=[O:35])[C:31]([CH3:34])([CH3:33])[CH3:32])[CH2:22]1)=[O:11])=O)(C)(C)C.C(O)(C(F)(F)F)=O.C1(C)C=CC=CC=1, predict the reaction product. The product is: [NH2:8][C@@H:9]([CH3:36])[C:10]([NH:12][C:13]1[CH:18]=[CH:17][C:16]([F:19])=[CH:15][C:14]=1[NH:20][C@H:21]1[CH2:26][CH2:25][CH2:24][N:23]([CH2:27][CH2:28][O:29][C:30](=[O:35])[C:31]([CH3:33])([CH3:32])[CH3:34])[CH2:22]1)=[O:11]. (4) Given the reactants Br[CH2:2][CH2:3][C:4]1[CH:9]=[CH:8][C:7]([Cl:10])=[CH:6][CH:5]=1.Cl.[Cl:12][C:13]1[CH:18]=[CH:17][CH:16]=[CH:15][C:14]=1[NH:19]N.[CH3:21][N:22]1[CH2:27][CH2:26][C:25](=O)[CH2:24][CH2:23]1, predict the reaction product. The product is: [Cl:10][C:7]1[CH:8]=[CH:9][C:4]([CH2:3][CH2:2][N:19]2[C:14]3[C:13]([Cl:12])=[CH:18][CH:17]=[CH:16][C:15]=3[C:24]3[CH2:23][N:22]([CH3:21])[CH2:27][CH2:26][C:25]2=3)=[CH:5][CH:6]=1. (5) Given the reactants [Br:1][C:2]1[CH:3]=[C:4]2[C:9](=[C:10]([CH3:12])[CH:11]=1)[N:8]=[CH:7][C:6]([C:13]([O:15]CC)=[O:14])=[C:5]2[OH:18].[OH-].[Na+], predict the reaction product. The product is: [Br:1][C:2]1[CH:3]=[C:4]2[C:9](=[C:10]([CH3:12])[CH:11]=1)[N:8]=[CH:7][C:6]([C:13]([OH:15])=[O:14])=[C:5]2[OH:18]. (6) Given the reactants [N+:1]([C:4]1[CH:5]=[CH:6][C:7]2[O:13][CH2:12][CH2:11][CH2:10][N:9]([C:14](=[O:21])[CH2:15][N:16]3[CH2:20][CH2:19][CH2:18][CH2:17]3)[C:8]=2[CH:22]=1)([O-])=O, predict the reaction product. The product is: [NH2:1][C:4]1[CH:5]=[CH:6][C:7]2[O:13][CH2:12][CH2:11][CH2:10][N:9]([C:14](=[O:21])[CH2:15][N:16]3[CH2:17][CH2:18][CH2:19][CH2:20]3)[C:8]=2[CH:22]=1. (7) Given the reactants [N:1]1([C:6]2[CH:32]=[CH:31][C:9]([CH2:10][C:11]3[C:12]([CH3:30])=[C:13]([F:29])[C:14](OS(C(F)(F)F)(=O)=O)=[C:15]([CH:20]=3)[C:16]([O:18][CH3:19])=[O:17])=[CH:8][CH:7]=2)[CH:5]=[CH:4][CH:3]=[N:2]1.[CH2:33](C([Sn])=C(CCCC)CCCC)[CH2:34]CC.[Cl-].[Li+].[F-].[K+], predict the reaction product. The product is: [N:1]1([C:6]2[CH:32]=[CH:31][C:9]([CH2:10][C:11]3[C:12]([CH3:30])=[C:13]([F:29])[C:14]([CH:33]=[CH2:34])=[C:15]([CH:20]=3)[C:16]([O:18][CH3:19])=[O:17])=[CH:8][CH:7]=2)[CH:5]=[CH:4][CH:3]=[N:2]1. (8) Given the reactants C(OC([N:11]1[CH2:17][C@H:16]2[C@:13]([NH:19][C:20]([O:22][C:23]([CH3:26])([CH3:25])[CH3:24])=[O:21])([CH2:14][C@@H:15]2[CH3:18])[CH2:12]1)=O)C1C=CC=CC=1.[H][H], predict the reaction product. The product is: [C:23]([O:22][C:20]([NH:19][C@:13]12[CH2:14][C@H:15]([CH3:18])[C@H:16]1[CH2:17][NH:11][CH2:12]2)=[O:21])([CH3:26])([CH3:24])[CH3:25]. (9) Given the reactants [CH3:1][C:2]1[S:6][C:5]([C:7]2[CH:12]=[C:11]([CH2:13][OH:14])[CH:10]=[CH:9][N:8]=2)=[N:4][CH:3]=1, predict the reaction product. The product is: [CH3:1][C:2]1[S:6][C:5]([C:7]2[CH:12]=[C:11]([CH:10]=[CH:9][N:8]=2)[CH:13]=[O:14])=[N:4][CH:3]=1.